This data is from Full USPTO retrosynthesis dataset with 1.9M reactions from patents (1976-2016). The task is: Predict the reactants needed to synthesize the given product. (1) Given the product [CH2:1]([O:3][C:4]([C:6]1([C:9]2[CH:10]=[CH:11][C:12]([C:15]3[CH:20]=[CH:19][C:18]([C:21]4[O:25][N:24]=[C:23]([CH3:26])[C:22]=4[NH:27][CH:38]([CH3:39])[CH2:37][CH2:36][C:32]4[CH:33]=[CH:34][CH:35]=[C:30]([C:29]([F:28])([F:41])[F:42])[CH:31]=4)=[CH:17][CH:16]=3)=[CH:13][CH:14]=2)[CH2:8][CH2:7]1)=[O:5])[CH3:2], predict the reactants needed to synthesize it. The reactants are: [CH2:1]([O:3][C:4]([C:6]1([C:9]2[CH:14]=[CH:13][C:12]([C:15]3[CH:20]=[CH:19][C:18]([C:21]4[O:25][N:24]=[C:23]([CH3:26])[C:22]=4[NH2:27])=[CH:17][CH:16]=3)=[CH:11][CH:10]=2)[CH2:8][CH2:7]1)=[O:5])[CH3:2].[F:28][C:29]([F:42])([F:41])[C:30]1[CH:31]=[C:32]([CH2:36][CH2:37][C:38](=O)[CH3:39])[CH:33]=[CH:34][CH:35]=1. (2) Given the product [C:27]([O:26][C:24]([N:8]1[CH2:13][CH2:12][O:11][CH:10]([CH2:14][OH:15])[CH2:9]1)=[O:25])([CH3:28])([CH3:29])[CH3:30], predict the reactants needed to synthesize it. The reactants are: C([N:8]1[CH2:13][CH2:12][O:11][CH:10]([CH2:14][OH:15])[CH2:9]1)C1C=CC=CC=1.[CH3:28][C:27]([O:26][C:24](O[C:24]([O:26][C:27]([CH3:30])([CH3:29])[CH3:28])=[O:25])=[O:25])([CH3:30])[CH3:29]. (3) Given the product [CH3:33][NH:32][S:29]([C:19]1[CH:20]=[CH:21][C:22]([O:23][CH2:24][C:25]([F:26])([F:27])[F:28])=[C:17]([NH:16][C:10]2[C:9]3[C:14](=[CH:15][C:6]([O:5][CH2:4][CH2:3][CH2:2][O:35][CH3:34])=[CH:7][CH:8]=3)[N:13]=[CH:12][N:11]=2)[CH:18]=1)(=[O:30])=[O:31], predict the reactants needed to synthesize it. The reactants are: Cl[CH2:2][CH2:3][CH2:4][O:5][C:6]1[CH:15]=[C:14]2[C:9]([C:10]([NH:16][C:17]3[CH:18]=[C:19]([S:29]([NH:32][CH3:33])(=[O:31])=[O:30])[CH:20]=[CH:21][C:22]=3[O:23][CH2:24][C:25]([F:28])([F:27])[F:26])=[N:11][CH:12]=[N:13]2)=[CH:8][CH:7]=1.[CH3:34][O-:35].[Na+].Cl. (4) Given the product [OH:12][C:13]1[C:22]([N+:8]([O-:11])=[O:9])=[CH:21][CH:20]=[C:15]([C:16]([O:18][CH3:19])=[O:17])[C:14]=1[C:23]([O:25][CH3:26])=[O:24], predict the reactants needed to synthesize it. The reactants are: C(OC(=O)C)(=O)C.[N+:8]([O-:11])(O)=[O:9].[OH:12][C:13]1[CH:22]=[CH:21][CH:20]=[C:15]([C:16]([O:18][CH3:19])=[O:17])[C:14]=1[C:23]([O:25][CH3:26])=[O:24]. (5) Given the product [NH:1]1[CH:5]=[C:4]([CH2:6][CH2:7][CH2:8][CH2:9][CH2:10][CH:11]2[CH2:16][CH2:15][NH:14][CH2:13][CH2:12]2)[N:3]=[N:2]1, predict the reactants needed to synthesize it. The reactants are: [NH:1]1[CH:5]=[C:4]([CH2:6][CH2:7][CH2:8][CH2:9][CH2:10][CH:11]2[CH2:16][CH2:15][N:14](C(OC(C)(C)C)=O)[CH2:13][CH2:12]2)[N:3]=[N:2]1.Cl.O1CCOCC1.